Dataset: Forward reaction prediction with 1.9M reactions from USPTO patents (1976-2016). Task: Predict the product of the given reaction. (1) Given the reactants [Cl:1][C:2]1[N:3]=[C:4]([C:9]2[CH:10]=[N:11][CH:12]=[CH:13][CH:14]=2)[NH:5][C:6]=1[CH2:7][OH:8], predict the reaction product. The product is: [Cl:1][C:2]1[N:3]=[C:4]([C:9]2[CH:10]=[N:11][CH:12]=[CH:13][CH:14]=2)[NH:5][C:6]=1[CH:7]=[O:8]. (2) Given the reactants [OH-].[K+:2].[Br:3][C:4]1[N:5]([C:14]2[C:23]3[C:18](=[CH:19][CH:20]=[CH:21][CH:22]=3)[C:17]([CH:24]3[CH2:26][CH2:25]3)=[CH:16][CH:15]=2)[C:6]([S:9][CH2:10][C:11]([OH:13])=[O:12])=[N:7][N:8]=1, predict the reaction product. The product is: [Br:3][C:4]1[N:5]([C:14]2[C:23]3[C:18](=[CH:19][CH:20]=[CH:21][CH:22]=3)[C:17]([CH:24]3[CH2:26][CH2:25]3)=[CH:16][CH:15]=2)[C:6]([S:9][CH2:10][C:11]([O-:13])=[O:12])=[N:7][N:8]=1.[K+:2]. (3) The product is: [CH2:1]([NH:8][C:9]([N:11]1[CH:16]2[C@H:17]([CH3:41])[N:18]([CH2:30][C:31]3[CH:32]=[CH:33][CH:34]=[C:35]4[C:40]=3[N:39]=[CH:38][CH:37]=[CH:36]4)[C:19](=[O:29])[C@H:20]([CH2:21][C:22]3[CH:23]=[CH:24][C:25]([O:28][C:52]([NH:51][CH:54]([CH2:62][CH:63]([CH3:65])[CH3:64])[C:55]([O:57][C:58]([CH3:59])([CH3:60])[CH3:61])=[O:56])=[O:53])=[CH:26][CH:27]=3)[N:15]2[C:14](=[O:42])[CH2:13][N:12]1[CH3:43])=[O:10])[C:2]1[CH:3]=[CH:4][CH:5]=[CH:6][CH:7]=1. Given the reactants [CH2:1]([NH:8][C:9]([N:11]1[CH:16]2[C@H:17]([CH3:41])[N:18]([CH2:30][C:31]3[CH:32]=[CH:33][CH:34]=[C:35]4[C:40]=3[N:39]=[CH:38][CH:37]=[CH:36]4)[C:19](=[O:29])[C@H:20]([CH2:21][C:22]3[CH:27]=[CH:26][C:25]([OH:28])=[CH:24][CH:23]=3)[N:15]2[C:14](=[O:42])[CH2:13][N:12]1[CH3:43])=[O:10])[C:2]1[CH:7]=[CH:6][CH:5]=[CH:4][CH:3]=1.C(N(CC)CC)C.[N:51]([CH:54]([CH2:62][CH:63]([CH3:65])[CH3:64])[C:55]([O:57][C:58]([CH3:61])([CH3:60])[CH3:59])=[O:56])=[C:52]=[O:53], predict the reaction product. (4) Given the reactants [Cl:1][C:2]1[C:3]([C:12]2([C:15](OC)=[O:16])[CH2:14][CH2:13]2)=[N:4][CH:5]=[C:6]([C:8]([F:11])([F:10])[F:9])[CH:7]=1.[H-].C([Al+]C(C)C)(C)C.[Cl-].[NH4+].Cl, predict the reaction product. The product is: [Cl:1][C:2]1[C:3]([C:12]2([CH2:15][OH:16])[CH2:14][CH2:13]2)=[N:4][CH:5]=[C:6]([C:8]([F:11])([F:9])[F:10])[CH:7]=1.